Dataset: Full USPTO retrosynthesis dataset with 1.9M reactions from patents (1976-2016). Task: Predict the reactants needed to synthesize the given product. (1) Given the product [C:34]([C:31]1[CH:30]=[CH:29][C:28]([N:8]2[C:9]3[C:14](=[CH:13][C:12]([O:15][C:16]4[CH:21]=[CH:20][C:19]([C:22]([OH:26])=[O:44])=[CH:18][N:17]=4)=[C:11]([Cl:27])[CH:10]=3)[C:6]([C:4]([OH:3])=[O:5])=[C:7]2[CH2:38][C:39]([OH:41])=[O:40])=[CH:33][CH:32]=1)([CH3:35])([CH3:36])[CH3:37], predict the reactants needed to synthesize it. The reactants are: C([O:3][C:4]([C:6]1[C:14]2[C:9](=[CH:10][C:11]([Cl:27])=[C:12]([O:15][C:16]3[CH:21]=[CH:20][C:19]([C:22](=[O:26])N(C)C)=[CH:18][N:17]=3)[CH:13]=2)[N:8]([C:28]2[CH:33]=[CH:32][C:31]([C:34]([CH3:37])([CH3:36])[CH3:35])=[CH:30][CH:29]=2)[C:7]=1[CH2:38][C:39]([O:41]CC)=[O:40])=[O:5])C.[OH-:44].[Na+].Cl. (2) Given the product [C:11]1([C:10]([C:17]2[CH:22]=[CH:21][CH:20]=[CH:19][CH:18]=2)=[N:23][NH:24][C:2]2[CH:7]=[C:6]([O:8][CH3:9])[CH:5]=[CH:4][N:3]=2)[CH:12]=[CH:13][CH:14]=[CH:15][CH:16]=1, predict the reactants needed to synthesize it. The reactants are: Cl[C:2]1[CH:7]=[C:6]([O:8][CH3:9])[CH:5]=[CH:4][N:3]=1.[C:10](=[N:23][NH2:24])([C:17]1[CH:22]=[CH:21][CH:20]=[CH:19][CH:18]=1)[C:11]1[CH:16]=[CH:15][CH:14]=[CH:13][CH:12]=1. (3) Given the product [C:37]([O:36][C:34]([NH:33][CH2:32][CH2:31][CH2:30][N:28]1[CH:29]=[C:25]([NH:24][C:18]2[N:17]=[C:16]3[C:21]([N:22]=[CH:23][N:15]3[C:12]3[CH:11]=[CH:10][C:9]([O:8][CH2:7][CH2:6][CH2:5][C:4]([OH:41])=[O:3])=[CH:14][CH:13]=3)=[CH:20][N:19]=2)[CH:26]=[N:27]1)=[O:35])([CH3:40])([CH3:38])[CH3:39], predict the reactants needed to synthesize it. The reactants are: C([O:3][C:4](=[O:41])[CH2:5][CH2:6][CH2:7][O:8][C:9]1[CH:14]=[CH:13][C:12]([N:15]2[CH:23]=[N:22][C:21]3[C:16]2=[N:17][C:18]([NH:24][C:25]2[CH:26]=[N:27][N:28]([CH2:30][CH2:31][CH2:32][NH:33][C:34]([O:36][C:37]([CH3:40])([CH3:39])[CH3:38])=[O:35])[CH:29]=2)=[N:19][CH:20]=3)=[CH:11][CH:10]=1)C.O[Li].O. (4) Given the product [CH3:22][O:21][C:19](=[O:20])[CH2:18][N:4]1[C:3]2[CH:7]=[CH:8][CH:9]=[CH:10][C:2]=2[O:1][CH2:6][CH2:5]1, predict the reactants needed to synthesize it. The reactants are: [O:1]1[CH2:6][CH2:5][NH:4][C:3]2[CH:7]=[CH:8][CH:9]=[CH:10][C:2]1=2.C(=O)([O-])[O-].[K+].[K+].Br[CH2:18][C:19]([O:21][CH3:22])=[O:20]. (5) Given the product [CH3:4][C:5]1[CH:10]=[C:9]([CH3:11])[N:8]=[C:7]([N:12]([CH3:32])[C:13](=[O:14])[CH2:15][NH:16][C:23]2[CH:28]=[CH:27][C:26]([N+:29]([O-:31])=[O:30])=[CH:25][CH:24]=2)[CH:6]=1, predict the reactants needed to synthesize it. The reactants are: O.[OH-].[Li+].[CH3:4][C:5]1[CH:10]=[C:9]([CH3:11])[N:8]=[C:7]([N:12]([CH3:32])[C:13]([CH2:15][N:16]([C:23]2[CH:28]=[CH:27][C:26]([N+:29]([O-:31])=[O:30])=[CH:25][CH:24]=2)C(=O)C(F)(F)F)=[O:14])[CH:6]=1.C(O)(=O)C. (6) Given the product [CH:13]1([N:1]2[CH:5]=[CH:4][CH:3]=[N:2]2)[CH2:16][CH2:15][CH2:14]1, predict the reactants needed to synthesize it. The reactants are: [NH:1]1[CH:5]=[CH:4][CH:3]=[N:2]1.C([O-])([O-])=O.[Cs+].[Cs+].Br[CH:13]1[CH2:16][CH2:15][CH2:14]1. (7) Given the product [CH3:18][C:19]1[C:43]([CH2:45][N:14]([CH2:31][C:26]2[C:25]([C:22]([C:19]3[CH:20]=[CH:21][C:16]([F:15])=[CH:17][CH:18]=3)([CH3:24])[CH3:23])=[CH:30][CH:29]=[CH:28][N:27]=2)[CH:11]2[CH2:10][CH2:9][NH:8][CH2:13][CH2:12]2)=[N:27][CH:26]=[C:25]([CH3:30])[CH:22]=1, predict the reactants needed to synthesize it. The reactants are: C(OC([N:8]1[CH2:13][CH2:12][CH:11]([NH2:14])[CH2:10][CH2:9]1)=O)(C)(C)C.[F:15][C:16]1[CH:21]=[CH:20][C:19]([C:22]([C:25]2[C:26]([CH:31]=O)=[N:27][CH:28]=[CH:29][CH:30]=2)([CH3:24])[CH3:23])=[CH:18][CH:17]=1.[BH-](O[C:43]([CH3:45])=O)(OC(C)=O)OC(C)=O.[Na+]. (8) Given the product [Cl:26][CH:27]([C:31]1[CH:36]=[CH:35][CH:34]=[CH:33][CH:32]=1)[C:28]([NH:1][C:2]1[CH:7]=[N:6][C:5]([C:8]2[N:13]=[C:12]([OH:14])[CH:11]=[C:10]([C:15]([F:18])([F:17])[F:16])[N:9]=2)=[CH:4][CH:3]=1)=[O:29], predict the reactants needed to synthesize it. The reactants are: [NH2:1][C:2]1[CH:3]=[CH:4][C:5]([C:8]2[N:13]=[C:12]([OH:14])[CH:11]=[C:10]([C:15]([F:18])([F:17])[F:16])[N:9]=2)=[N:6][CH:7]=1.C(N(CC)CC)C.[Cl:26][CH:27]([C:31]1[CH:36]=[CH:35][CH:34]=[CH:33][CH:32]=1)[C:28](Cl)=[O:29]. (9) Given the product [F:20][C:14]1[CH:15]=[CH:16][CH:17]=[C:18]([F:19])[C:13]=1[CH2:12][O:11][C:10]1[C:5]2[N:6]([C:2]([C:25]3[CH:24]=[N:23][CH:28]=[CH:27][CH:26]=3)=[C:3]([CH3:22])[N:4]=2)[CH:7]=[C:8]([CH3:21])[CH:9]=1, predict the reactants needed to synthesize it. The reactants are: Br[C:2]1[N:6]2[CH:7]=[C:8]([CH3:21])[CH:9]=[C:10]([O:11][CH2:12][C:13]3[C:18]([F:19])=[CH:17][CH:16]=[CH:15][C:14]=3[F:20])[C:5]2=[N:4][C:3]=1[CH3:22].[N:23]1[CH:28]=[CH:27][CH:26]=[C:25](B(O)O)[CH:24]=1.P([O-])([O-])([O-])=O.[K+].[K+].[K+].